From a dataset of Full USPTO retrosynthesis dataset with 1.9M reactions from patents (1976-2016). Predict the reactants needed to synthesize the given product. (1) Given the product [C:6]([C:5]1[CH:4]=[C:3]([CH2:2][N:11]([C:19]([OH:21])=[O:20])[C:12]([OH:14])=[O:13])[CH:10]=[CH:9][CH:8]=1)#[N:7], predict the reactants needed to synthesize it. The reactants are: Br[CH2:2][C:3]1[CH:4]=[C:5]([CH:8]=[CH:9][CH:10]=1)[C:6]#[N:7].[NH:11]([C:19]([O:21]C(C)(C)C)=[O:20])[C:12]([O:14]C(C)(C)C)=[O:13].C(=O)([O-])[O-].[Cs+].[Cs+]. (2) Given the product [N:8]([CH:9]1[CH2:10][CH2:11][CH2:13][CH2:18][CH2:14]1)=[C:1]=[O:3].[CH:50]1([NH:8][C:36]([NH:35][C@H:34]([C:33]([NH:32][CH2:31][C@@H:30]([OH:48])[CH2:29][NH:28][S:25]([C:19]2[CH:20]=[CH:21][C:22]([Cl:24])=[CH:23][C:18]=2[Cl:17])(=[O:27])=[O:26])=[O:47])[CH2:43][CH:44]([CH3:46])[CH3:45])=[O:38])[CH2:55][CH2:54][CH2:53][CH2:52][CH2:51]1, predict the reactants needed to synthesize it. The reactants are: [C:1]([NH:8][C@H:9]([C:14](O)=O)[CH2:10][CH:11]([CH3:13])C)([O:3]C(C)(C)C)=O.[Cl:17][C:18]1[CH:23]=[C:22]([Cl:24])[CH:21]=[CH:20][C:19]=1[S:25]([NH:28][CH2:29][C@H:30]([OH:48])[CH2:31][NH:32][C:33](=[O:47])[C@H:34]([CH2:43][CH:44]([CH3:46])[CH3:45])[NH:35][C:36]([O:38]C(C)(C)C)=O)(=[O:27])=[O:26].Cl[C:50]1[CH:55]=[C:54](Cl)[CH:53]=[CH:52][C:51]=1S(NC[C@H](O)CNC(=O)[C@H](CC(C)C)N)(=O)=O. (3) Given the product [O:15]1[CH2:16][CH2:17][N:12]([CH2:11][CH2:10][NH:9][C:5](=[O:6])[CH2:4][CH2:3][CH2:2][C:1]([OH:7])=[O:8])[CH2:13][CH2:14]1, predict the reactants needed to synthesize it. The reactants are: [C:1]1(=[O:8])[O:7][C:5](=[O:6])[CH2:4][CH2:3][CH2:2]1.[NH2:9][CH2:10][CH2:11][N:12]1[CH2:17][CH2:16][O:15][CH2:14][CH2:13]1. (4) Given the product [CH:1]1([CH2:6][CH:7]([C:20]2[CH:25]=[CH:24][C:23]([Cl:26])=[C:22]([Cl:27])[CH:21]=2)[C:8]([NH:10][C:11]2[CH:19]=[CH:18][C:14]([C:15]([NH:31][CH3:28])=[O:17])=[CH:13][N:12]=2)=[O:9])[CH2:2][CH2:3][CH2:4][CH2:5]1, predict the reactants needed to synthesize it. The reactants are: [CH:1]1([CH2:6][CH:7]([C:20]2[CH:25]=[CH:24][C:23]([Cl:26])=[C:22]([Cl:27])[CH:21]=2)[C:8]([NH:10][C:11]2[CH:19]=[CH:18][C:14]([C:15]([OH:17])=O)=[CH:13][N:12]=2)=[O:9])[CH2:5][CH2:4][CH2:3][CH2:2]1.[CH:28]([N:31](CC)C(C)C)(C)C.F[P-](F)(F)(F)(F)F.N1(O[P+](N(C)C)(N(C)C)N(C)C)C2C=CC=CC=2N=N1.CN.O1CCCC1. (5) Given the product [NH2:1][C:2]1[C:11]([Br:16])=[CH:10][C:9]2[CH2:8][CH2:7][CH2:6][CH2:5][C:4]=2[C:3]=1[C:12]([O:14][CH3:15])=[O:13], predict the reactants needed to synthesize it. The reactants are: [NH2:1][C:2]1[CH:11]=[CH:10][C:9]2[C:4](=[CH:5][CH:6]=[CH:7][CH:8]=2)[C:3]=1[C:12]([O:14][CH3:15])=[O:13].[Br:16]Br. (6) Given the product [C:26]([CH2:27][CH2:28][NH:29][C:22]([C:12]1[C:11]([NH:10][C:8]([C:5]2[CH:6]=[N:7][C:2]([CH3:1])=[CH:3][CH:4]=2)=[O:9])=[CH:15][N:14]([CH:16]2[CH2:21][CH2:20][CH2:19][CH2:18][O:17]2)[N:13]=1)=[O:24])#[N:25], predict the reactants needed to synthesize it. The reactants are: [CH3:1][C:2]1[N:7]=[CH:6][C:5]([C:8]([NH:10][C:11]2[C:12]([C:22]([OH:24])=O)=[N:13][N:14]([CH:16]3[CH2:21][CH2:20][CH2:19][CH2:18][O:17]3)[CH:15]=2)=[O:9])=[CH:4][CH:3]=1.[NH2:25][CH2:26][CH2:27][C:28]#[N:29].CCN=C=NCCCN(C)C.C1C=CC2N(O)N=NC=2C=1.C(=O)([O-])O.[Na+]. (7) Given the product [N:13]1([C:8]([C:7]2[CH:6]=[CH:5][C:4]([C:1](=[O:3])[CH3:2])=[CH:12][CH:11]=2)=[O:10])[CH2:18][CH2:17][O:16][CH2:15][CH2:14]1, predict the reactants needed to synthesize it. The reactants are: [C:1]([C:4]1[CH:12]=[CH:11][C:7]([C:8]([OH:10])=O)=[CH:6][CH:5]=1)(=[O:3])[CH3:2].[NH:13]1[CH2:18][CH2:17][O:16][CH2:15][CH2:14]1.Cl.CN(C)CCCN=C=NCC.O.ON1C2C=CC=CC=2N=N1. (8) Given the product [CH2:32]([O:31][C:25]1[CH:26]=[CH:27][C:28]([CH3:30])=[CH:29][C:24]=1[C:21]1[CH:22]=[CH:23][C:18]([CH2:17][O:16][C:12]2[CH:11]=[C:10]3[C:15](=[CH:14][CH:13]=2)[CH:6]([CH2:5][C:4]([OH:36])=[O:3])[CH2:7][CH2:8][CH2:9]3)=[CH:19][CH:20]=1)[CH2:33][CH2:34][CH3:35], predict the reactants needed to synthesize it. The reactants are: C([O:3][C:4](=[O:36])[CH2:5][CH:6]1[C:15]2[C:10](=[CH:11][C:12]([O:16][CH2:17][C:18]3[CH:23]=[CH:22][C:21]([C:24]4[CH:29]=[C:28]([CH3:30])[CH:27]=[CH:26][C:25]=4[O:31][CH2:32][CH2:33][CH2:34][CH3:35])=[CH:20][CH:19]=3)=[CH:13][CH:14]=2)[CH2:9][CH2:8][CH2:7]1)C. (9) Given the product [C:19]([O:18][C:16]([NH:15][C:12]1[CH:13]=[CH:14][C:9]([CH2:8][CH2:7][CH2:6][O:5][C:32]2[CH:31]=[CH:30][C:29]([CH2:28][C@H:27]([O:36][CH2:37][CH3:38])[C:26]([O:25][CH2:23][CH3:24])=[O:39])=[CH:34][CH:33]=2)=[CH:10][CH:11]=1)=[O:17])([CH3:22])([CH3:21])[CH3:20], predict the reactants needed to synthesize it. The reactants are: CS([O:5][CH2:6][CH2:7][CH2:8][C:9]1[CH:14]=[CH:13][C:12]([NH:15][C:16]([O:18][C:19]([CH3:22])([CH3:21])[CH3:20])=[O:17])=[CH:11][CH:10]=1)(=O)=O.[CH2:23]([O:25][C:26](=[O:39])[C@@H:27]([O:36][CH2:37][CH3:38])[CH2:28][C:29]1[CH:34]=[CH:33][C:32](O)=[CH:31][CH:30]=1)[CH3:24].C(=O)([O-])[O-].[K+].[K+]. (10) Given the product [CH2:1]([C:3]1[CH:4]=[C:5]([C:8](=[O:10])[CH3:9])[S:6][CH:7]=1)[CH3:2], predict the reactants needed to synthesize it. The reactants are: [CH:1]([C:3]1[CH:4]=[C:5]([C:8](=[O:10])[CH3:9])[S:6][CH:7]=1)=[CH2:2].